Dataset: Forward reaction prediction with 1.9M reactions from USPTO patents (1976-2016). Task: Predict the product of the given reaction. (1) Given the reactants [C:1]1([C:7]2([CH3:15])[N:11]([CH3:12])[C:10](=[O:13])[NH:9][C:8]2=[O:14])[CH2:6][CH2:5][CH2:4][CH2:3][CH:2]=1.Br[CH2:17][C:18]([C:20]1[NH:21][CH:22]=[CH:23][CH:24]=1)=[O:19], predict the reaction product. The product is: [C:1]1([C:7]2([CH3:15])[N:11]([CH3:12])[C:10](=[O:13])[N:9]([CH2:17][C:18](=[O:19])[C:20]3[NH:21][CH:22]=[CH:23][CH:24]=3)[C:8]2=[O:14])[CH2:6][CH2:5][CH2:4][CH2:3][CH:2]=1. (2) Given the reactants [O:1]1[C:6]2[CH:7]=[CH:8][CH:9]=[CH:10][C:5]=2[N:4]([C:11]([C:13]2[CH:22]=[CH:21][C:16]([C:17]([O:19]C)=[O:18])=[CH:15][CH:14]=2)=[O:12])[CH2:3][CH2:2]1.[OH-].[Li+], predict the reaction product. The product is: [O:1]1[C:6]2[CH:7]=[CH:8][CH:9]=[CH:10][C:5]=2[N:4]([C:11]([C:13]2[CH:22]=[CH:21][C:16]([C:17]([OH:19])=[O:18])=[CH:15][CH:14]=2)=[O:12])[CH2:3][CH2:2]1.